Dataset: Peptide-MHC class II binding affinity with 134,281 pairs from IEDB. Task: Regression. Given a peptide amino acid sequence and an MHC pseudo amino acid sequence, predict their binding affinity value. This is MHC class II binding data. (1) The peptide sequence is SWLEPVQFLRSVFAN. The MHC is DRB1_0101 with pseudo-sequence DRB1_0101. The binding affinity (normalized) is 0.778. (2) The binding affinity (normalized) is 0.115. The peptide sequence is NPPLNGSLTLEQEDI. The MHC is DRB1_0101 with pseudo-sequence DRB1_0101. (3) The peptide sequence is AKEVKYTVFETALKK. The MHC is HLA-DPA10201-DPB10501 with pseudo-sequence HLA-DPA10201-DPB10501. The binding affinity (normalized) is 0.851. (4) The peptide sequence is SVLLVVALFAVFLGS. The MHC is DRB1_1501 with pseudo-sequence DRB1_1501. The binding affinity (normalized) is 0.0962.